From a dataset of Forward reaction prediction with 1.9M reactions from USPTO patents (1976-2016). Predict the product of the given reaction. The product is: [F:25][C:12]1[CH:11]=[C:10]([NH:9][C:8]([NH:37][CH2:36][CH2:34][OH:35])=[O:26])[CH:15]=[CH:14][C:13]=1[B:16]1[O:20][C:19]([CH3:22])([CH3:21])[C:18]([CH3:23])([CH3:24])[O:17]1. Given the reactants C1(O[C:8](=[O:26])[NH:9][C:10]2[CH:15]=[CH:14][C:13]([B:16]3[O:20][C:19]([CH3:22])([CH3:21])[C:18]([CH3:24])([CH3:23])[O:17]3)=[C:12]([F:25])[CH:11]=2)C=CC=CC=1.C(N(CC)CC)C.[CH2:34]([CH2:36][NH2:37])[OH:35], predict the reaction product.